Predict which catalyst facilitates the given reaction. From a dataset of Catalyst prediction with 721,799 reactions and 888 catalyst types from USPTO. Reactant: C[O:2][C:3]([CH:5]1[CH2:9][CH2:8][O:7][CH:6]1[O:10][CH3:11])=O.[H-].[H-].[H-].[H-].[Li+].[Al+3].O.[OH-].[Na+]. Product: [CH3:11][O:10][CH:6]1[CH:5]([CH2:3][OH:2])[CH2:9][CH2:8][O:7]1. The catalyst class is: 1.